The task is: Predict the reaction yield, written as a fraction of the theoretical maximum amount of product (1.0 means a 100% yield; for example, 0.34 means a 34% yield).. This data is from Reaction yield outcomes from USPTO patents with 853,638 reactions. (1) The reactants are [CH3:1][N:2]1[C:6]([C:7]([OH:9])=O)=[CH:5][CH:4]=[N:3]1.S(Cl)([Cl:12])=O. No catalyst specified. The product is [CH3:1][N:2]1[C:6]([C:7]([Cl:12])=[O:9])=[CH:5][CH:4]=[N:3]1. The yield is 0.510. (2) The reactants are [C:1]([O:5][C:6]([CH:8]1[CH2:14][CH2:13][C:12]2[CH:15]=[CH:16][C:17]([O:19][CH3:20])=[CH:18][C:11]=2[N:10]([CH2:21][CH3:22])[C:9]1=[O:23])=[O:7])([CH3:4])([CH3:3])[CH3:2].C1C(=O)N(Br)C(=O)C1.C/C(/O[Si](C)(C)C)=N\[Si](C)(C)C.C(Cl)(Cl)(Cl)Cl. The catalyst is C(Cl)Cl. The product is [C:1]([O:5][C:6]([CH:8]1[CH:14]=[CH:13][C:12]2[CH:15]=[CH:16][C:17]([O:19][CH3:20])=[CH:18][C:11]=2[N:10]([CH2:21][CH3:22])[C:9]1=[O:23])=[O:7])([CH3:4])([CH3:3])[CH3:2]. The yield is 0.210. (3) The reactants are [Br:1][C:2]1[CH:7]=[CH:6][C:5]([NH:8][C:9]2[C:10]([C:24]([OH:26])=O)=[CH:11][C:12]3[N:16]([CH2:17][CH2:18][CH2:19][CH:20]=[CH2:21])[CH:15]=[N:14][C:13]=3[C:22]=2[F:23])=[C:4]([CH3:27])[CH:3]=1.CCN(C(C)C)C(C)C.C1CN([P+](ON2N=NC3C=[CH:58][CH:59]=[CH:60][C:55]2=3)(N2CCCC2)N2CCCC2)CC1.F[P-](F)(F)(F)(F)F.Cl.C1([N:74](C)[OH:75])CC1. The catalyst is C1COCC1.C(OCC)(=O)C.C(Cl)Cl. The product is [CH:59]1([CH2:58][O:75][NH:74][C:24]([C:10]2[C:9]([NH:8][C:5]3[CH:6]=[CH:7][C:2]([Br:1])=[CH:3][C:4]=3[CH3:27])=[C:22]([F:23])[C:13]3[N:14]=[CH:15][N:16]([CH2:17][CH2:18][CH2:19][CH:20]=[CH2:21])[C:12]=3[CH:11]=2)=[O:26])[CH2:60][CH2:55]1. The yield is 0.700. (4) The reactants are [C:1]([O:5][C:6]([NH:8][C@@H:9]([CH2:13][C:14]1[CH:19]=[CH:18][C:17]([N+:20]([O-:22])=[O:21])=[CH:16][CH:15]=1)[C:10]([OH:12])=O)=[O:7])([CH3:4])([CH3:3])[CH3:2].C(N(CC)CC)C.ClC(OCC(C)C)=O.[N+:38](=[CH2:40])=[N-:39]. The catalyst is C1COCC1.CCOCC. The product is [C:1]([O:5][C:6](=[O:7])[NH:8][C@@H:9]([CH2:13][C:14]1[CH:19]=[CH:18][C:17]([N+:20]([O-:22])=[O:21])=[CH:16][CH:15]=1)[C:10](=[O:12])[CH:40]=[N+:38]=[N-:39])([CH3:2])([CH3:3])[CH3:4]. The yield is 0.820. (5) The reactants are [C:1](#[N:5])C(C)C.[CH3:6][Si]([N-][Si](C)(C)C)(C)C.[Na+].[CH:16](=[N:18]/[S@@:19]([C:21]([CH3:24])([CH3:23])[CH3:22])=[O:20])\[CH3:17].C(O[CH2:28][CH3:29])C. The catalyst is C1COCC1. The product is [C:1]([C:28]([CH3:29])([CH3:6])[C@@H:16]([NH:18][S@@:19]([C:21]([CH3:24])([CH3:23])[CH3:22])=[O:20])[CH3:17])#[N:5]. The yield is 0.410.